Dataset: M1 muscarinic receptor antagonist screen with 61,756 compounds. Task: Binary Classification. Given a drug SMILES string, predict its activity (active/inactive) in a high-throughput screening assay against a specified biological target. (1) The compound is s1c(NC(=O)c2cc(c(cc2)C)C)nnc1c1sccc1. The result is 0 (inactive). (2) The compound is O=C(Nc1ncc(NC(=O)CCc2ccccc2)cc1)C1CC1. The result is 0 (inactive).